From a dataset of Full USPTO retrosynthesis dataset with 1.9M reactions from patents (1976-2016). Predict the reactants needed to synthesize the given product. (1) Given the product [ClH:42].[Cl:42][C:37]1[C:36]([CH3:43])=[N:35][C:34]2[N:39]([N:40]=[C:32]3[CH2:31][N:30]([C:28]([C:23]4[CH:24]=[CH:25][CH:26]=[CH:27][C:22]=4[O:21][CH:18]4[CH2:19][CH2:20][NH:15][CH2:16][CH:17]4[F:45])=[O:29])[CH2:44][C:33]3=2)[C:38]=1[CH3:41], predict the reactants needed to synthesize it. The reactants are: Cl.O1CCOCC1.C(OC([N:15]1[CH2:20][CH2:19][CH:18]([O:21][C:22]2[CH:27]=[CH:26][CH:25]=[CH:24][C:23]=2[C:28]([N:30]2[CH2:44][C:33]3=[C:34]4[N:39]([N:40]=[C:32]3[CH2:31]2)[C:38]([CH3:41])=[C:37]([Cl:42])[C:36]([CH3:43])=[N:35]4)=[O:29])[CH:17]([F:45])[CH2:16]1)=O)(C)(C)C. (2) Given the product [CH:13]1([N:16]2[C:24]3[C:19](=[C:20]([O:49][CH2:2][C:3]([O:5][CH3:6])=[O:4])[CH:21]=[C:22]([C:25]([N:27]4[CH2:28][CH2:29][C:30]5([CH2:41][C:40](=[O:42])[C:39]6[C:34](=[CH:35][CH:36]=[C:37]([C:43]7[CH:44]=[N:45][N:46]([CH3:48])[CH:47]=7)[CH:38]=6)[O:33]5)[CH2:31][CH2:32]4)=[O:26])[CH:23]=3)[CH:18]=[CH:17]2)[CH2:14][CH2:15]1, predict the reactants needed to synthesize it. The reactants are: Br[CH2:2][C:3]([O:5][CH3:6])=[O:4].C([O-])([O-])=O.[K+].[K+].[CH:13]1([N:16]2[C:24]3[C:19](=[C:20]([OH:49])[CH:21]=[C:22]([C:25]([N:27]4[CH2:32][CH2:31][C:30]5([CH2:41][C:40](=[O:42])[C:39]6[C:34](=[CH:35][CH:36]=[C:37]([C:43]7[CH:44]=[N:45][N:46]([CH3:48])[CH:47]=7)[CH:38]=6)[O:33]5)[CH2:29][CH2:28]4)=[O:26])[CH:23]=3)[CH:18]=[CH:17]2)[CH2:15][CH2:14]1. (3) The reactants are: [OH:1][C:2]1[C:15]2[C@:14]34[CH2:16][CH2:17][N:18]([CH3:19])[C@@H:8]([C@:9]3([OH:21])[CH2:10][CH2:11][C:12](=[O:20])[CH2:13]4)[CH2:7][C:6]=2[CH:5]=[CH:4][C:3]=1[C:22]([NH:24][CH2:25][CH2:26][C:27]1[CH:32]=[CH:31][C:30]([C:33]2[CH:34]=[N:35][C:36]([O:39]C)=[N:37][CH:38]=2)=[CH:29][CH:28]=1)=[O:23].Cl.N1C=CC=CC=1.C(=O)(O)[O-].[Na+]. Given the product [OH:1][C:2]1[C:15]2[C@:14]34[CH2:16][CH2:17][N:18]([CH3:19])[C@@H:8]([C@:9]3([OH:21])[CH2:10][CH2:11][C:12](=[O:20])[CH2:13]4)[CH2:7][C:6]=2[CH:5]=[CH:4][C:3]=1[C:22]([NH:24][CH2:25][CH2:26][C:27]1[CH:28]=[CH:29][C:30]([C:33]2[CH:34]=[N:35][C:36](=[O:39])[NH:37][CH:38]=2)=[CH:31][CH:32]=1)=[O:23], predict the reactants needed to synthesize it.